This data is from Forward reaction prediction with 1.9M reactions from USPTO patents (1976-2016). The task is: Predict the product of the given reaction. (1) Given the reactants [CH3:1][C:2]([O:5][C:6]([N:8]1[C:16]2[C:11](=[CH:12][CH:13]=[C:14]([F:20])[C:15]=2[C:17]([OH:19])=[O:18])[CH2:10][CH2:9]1)=[O:7])([CH3:4])[CH3:3].C1C(=O)N([Br:28])C(=O)C1, predict the reaction product. The product is: [Br:28][C:13]1[CH:12]=[C:11]2[C:16](=[C:15]([C:17]([OH:19])=[O:18])[C:14]=1[F:20])[N:8]([C:6]([O:5][C:2]([CH3:1])([CH3:3])[CH3:4])=[O:7])[CH2:9][CH2:10]2. (2) Given the reactants C[O:2][C:3]([C:5]1[CH:14]=[CH:13][C:12]2[C:7](=[CH:8][CH:9]=[C:10]([C:15]#[N:16])[CH:11]=2)[CH:6]=1)=O.[Li+].[OH-].S(Cl)([Cl:21])=O, predict the reaction product. The product is: [C:15]([C:10]1[CH:11]=[C:12]2[C:7](=[CH:8][CH:9]=1)[CH:6]=[C:5]([C:3]([Cl:21])=[O:2])[CH:14]=[CH:13]2)#[N:16]. (3) The product is: [CH2:34]1[C:35]2[C:31](=[CH:30][C:29]([N:27]3[C:9]4[N:10]=[C:11]([NH:14][C:15]5[CH:16]=[CH:17][C:18]([CH:21]6[CH2:26][CH2:25][N:24]([CH2:40][C:41]([OH:43])=[O:42])[CH2:23][CH2:22]6)=[CH:19][CH:20]=5)[N:12]=[CH:13][C:8]=4[C:7](=[O:38])[C:6]([C:4](=[O:5])[NH:3][O:2][CH3:1])=[CH:28]3)=[CH:37][CH:36]=2)[CH2:32][CH2:33]1. Given the reactants [CH3:1][O:2][NH:3][C:4]([C:6]1[C:7](=[O:38])[C:8]2[CH:13]=[N:12][C:11]([NH:14][C:15]3[CH:20]=[CH:19][C:18]([CH:21]4[CH2:26][CH2:25][NH:24][CH2:23][CH2:22]4)=[CH:17][CH:16]=3)=[N:10][C:9]=2[N:27]([C:29]2[CH:30]=[C:31]3[C:35](=[CH:36][CH:37]=2)[CH2:34][CH2:33][CH2:32]3)[CH:28]=1)=[O:5].Br[CH2:40][C:41]([OH:43])=[O:42].C(N(CC)CC)C, predict the reaction product.